This data is from Peptide-MHC class I binding affinity with 185,985 pairs from IEDB/IMGT. The task is: Regression. Given a peptide amino acid sequence and an MHC pseudo amino acid sequence, predict their binding affinity value. This is MHC class I binding data. (1) The peptide sequence is RPDTRYVLM. The MHC is HLA-B51:01 with pseudo-sequence HLA-B51:01. The binding affinity (normalized) is 0.371. (2) The binding affinity (normalized) is 0.0847. The peptide sequence is RQADILRQF. The MHC is HLA-A30:01 with pseudo-sequence HLA-A30:01.